Dataset: Reaction yield outcomes from USPTO patents with 853,638 reactions. Task: Predict the reaction yield, written as a fraction of the theoretical maximum amount of product (1.0 means a 100% yield; for example, 0.34 means a 34% yield). (1) The reactants are [CH2:1]([N:8]([C@H:18]1[CH2:22][O:21][C@@H:20]2[C@@H:23]([C:26]#[N:27])[CH2:24][O:25][C@H:19]12)[C:9]([NH:11][CH:12]1[CH2:17][CH2:16][CH2:15][CH2:14][CH2:13]1)=[O:10])[C:2]1[CH:7]=[CH:6][CH:5]=[CH:4][CH:3]=1.Cl.[H][H]. The catalyst is C(O)C.[Pd]. The product is [NH2:27][CH2:26][C@@H:23]1[C@H:20]2[O:21][CH2:22][C@H:18]([N:8]([CH2:1][C:2]3[CH:3]=[CH:4][CH:5]=[CH:6][CH:7]=3)[C:9]([NH:11][CH:12]3[CH2:13][CH2:14][CH2:15][CH2:16][CH2:17]3)=[O:10])[C@H:19]2[O:25][CH2:24]1.[NH2:27][CH2:26][C@@H:23]1[C@H:20]2[O:21][CH2:22][C@H:18]([NH:8][C:9]([NH:11][CH:12]3[CH2:17][CH2:16][CH2:15][CH2:14][CH2:13]3)=[O:10])[C@H:19]2[O:25][CH2:24]1. The yield is 0.0500. (2) The reactants are C1N=CN(C(N2C=NC=C2)=O)C=1.[O:13]1[CH2:18][CH2:17][CH:16]([C:19]([OH:21])=O)[CH2:15][CH2:14]1.[Cl:22][C:23]1[C:36]([CH2:37][N:38]2[CH2:42][CH2:41][CH2:40][CH2:39]2)=[C:35]([Cl:43])[CH:34]=[CH:33][C:24]=1[O:25][C@H:26]1[CH2:29][C@H:28]([CH2:30][NH:31][CH3:32])[CH2:27]1. The catalyst is C1COCC1. The product is [ClH:22].[Cl:22][C:23]1[C:36]([CH2:37][N:38]2[CH2:42][CH2:41][CH2:40][CH2:39]2)=[C:35]([Cl:43])[CH:34]=[CH:33][C:24]=1[O:25][C@H:26]1[CH2:29][C@H:28]([CH2:30][N:31]([CH3:32])[C:19]([CH:16]2[CH2:15][CH2:14][O:13][CH2:18][CH2:17]2)=[O:21])[CH2:27]1. The yield is 0.850. (3) The reactants are C([N:8]1[C@H:12]([C:13]([O:15][CH2:16][CH3:17])=[O:14])[CH2:11][CH2:10][C@@H:9]1[C:18]([O:20][CH2:21][CH3:22])=[O:19])C1C=CC=CC=1. The catalyst is CCO.Cl.[OH-].[OH-].[Pd+2]. The product is [NH:8]1[C@H:12]([C:13]([O:15][CH2:16][CH3:17])=[O:14])[CH2:11][CH2:10][C@@H:9]1[C:18]([O:20][CH2:21][CH3:22])=[O:19]. The yield is 0.880. (4) The reactants are [CH3:1][O:2][C:3]([NH:5][C@H:6]([C:10]([N:12]1[CH2:16][C@@H:15]([CH3:17])[CH2:14][C@H:13]1[C:18]1[NH:22][C:21]2[C:23]3[C:28]([CH:29]=[CH:30][C:20]=2[N:19]=1)=[CH:27][C:26]1[C:31]2[C:36]([CH2:37][O:38][C:25]=1[CH:24]=3)=[CH:35][C:34]([C:39]1[NH:43][C:42]([C@@H:44]3[CH2:48][CH2:47][CH2:46][N:45]3[C:49](OC(C)(C)C)=[O:50])=[N:41][CH:40]=1)=[CH:33][CH:32]=2)=[O:11])[CH:7]([CH3:9])[CH3:8])=[O:4].Cl.[CH3:57][O:58][C:59]([NH:61][C@H:62]([C:66]1[CH:71]=[CH:70][CH:69]=[CH:68][CH:67]=1)C(O)=O)=[O:60].CCOC(C(C#N)=NOC(N1CCOCC1)=[N+](C)C)=O.F[P-](F)(F)(F)(F)F.CCN(C(C)C)C(C)C. The catalyst is C(Cl)Cl.CO.CCOC(C)=O.CN(C=O)C.CO. The product is [CH3:1][O:2][C:3]([NH:5][C@@H:6]([CH:7]([CH3:9])[CH3:8])[C:10]([N:12]1[CH2:16][C@@H:15]([CH3:17])[CH2:14][C@H:13]1[C:18]1[NH:22][C:21]2[C:23]3[C:28]([CH:29]=[CH:30][C:20]=2[N:19]=1)=[CH:27][C:26]1[C:31]2[C:36]([CH2:37][O:38][C:25]=1[CH:24]=3)=[CH:35][C:34]([C:39]1[NH:43][C:42]([C@@H:44]3[CH2:48][CH2:47][CH2:46][N:45]3[C:49](=[O:50])[C@H:62]([NH:61][C:59](=[O:60])[O:58][CH3:57])[C:66]3[CH:71]=[CH:70][CH:69]=[CH:68][CH:67]=3)=[N:41][CH:40]=1)=[CH:33][CH:32]=2)=[O:11])=[O:4]. The yield is 0.450. (5) The reactants are COC1C=C(OC)C=CC=1[CH2:5][N:6](C)[C:7]1[CH:15]=[C:14]2[C:10]([CH2:11][O:12][C:13]2=[C:16]2[C:24]3[C:19](=[CH:20][CH:21]=[CH:22][CH:23]=3)[N:18]([CH2:25][OH:26])[C:17]2=[O:27])=[CH:9][CH:8]=1. The catalyst is C1COCC1.Cl. The product is [OH:26][CH2:25][N:18]1[C:19]2[C:24](=[CH:23][CH:22]=[CH:21][CH:20]=2)[C:16](=[C:13]2[C:14]3[C:10](=[CH:9][CH:8]=[C:7]([NH:6][CH3:5])[CH:15]=3)[CH2:11][O:12]2)[C:17]1=[O:27]. The yield is 0.0600.